From a dataset of Reaction yield outcomes from USPTO patents with 853,638 reactions. Predict the reaction yield, written as a fraction of the theoretical maximum amount of product (1.0 means a 100% yield; for example, 0.34 means a 34% yield). (1) The reactants are [N:1]1([C:7]2[N:12]=[C:11]([N:13]3[CH:18]4[CH2:19][CH2:20][CH:14]3[CH2:15][O:16][CH2:17]4)[N:10]=[C:9]([C:21]3[CH:27]=[CH:26][C:24]([NH2:25])=[CH:23][CH:22]=3)[N:8]=2)[CH2:6][CH2:5][O:4][CH2:3][CH2:2]1.CCN(CC)CC.ClC(Cl)(O[C:39](=[O:45])OC(Cl)(Cl)Cl)Cl.[NH2:47][C:48]1[CH:53]=[CH:52][N:51]=[CH:50][CH:49]=1. The catalyst is C(Cl)(Cl)Cl. The product is [N:1]1([C:7]2[N:12]=[C:11]([N:13]3[CH:14]4[CH2:20][CH2:19][CH:18]3[CH2:17][O:16][CH2:15]4)[N:10]=[C:9]([C:21]3[CH:27]=[CH:26][C:24]([NH:25][C:39]([NH:47][C:48]4[CH:53]=[CH:52][N:51]=[CH:50][CH:49]=4)=[O:45])=[CH:23][CH:22]=3)[N:8]=2)[CH2:2][CH2:3][O:4][CH2:5][CH2:6]1. The yield is 0.240. (2) The reactants are Br[CH:2]1[C:9]2[CH:10]=[C:11]([Cl:14])[CH:12]=[CH:13][C:8]=2[O:7][CH2:6][O:5][C:4]2[CH:15]=[CH:16][C:17]([Cl:19])=[CH:18][C:3]1=2.[Br:20][CH2:21][CH2:22][OH:23].C(=O)([O-])[O-].[K+].[K+]. The catalyst is ClCCl. The product is [Br:20][CH2:21][CH2:22][O:23][CH:2]1[C:9]2[CH:10]=[C:11]([Cl:14])[CH:12]=[CH:13][C:8]=2[O:7][CH2:6][O:5][C:4]2[CH:15]=[CH:16][C:17]([Cl:19])=[CH:18][C:3]1=2. The yield is 0.820.